From a dataset of Forward reaction prediction with 1.9M reactions from USPTO patents (1976-2016). Predict the product of the given reaction. Given the reactants [N+:1]([C:4]1[CH:12]=[C:11]2[C:7]([C:8]([C:13]3[CH:18]=[CH:17][CH:16]=[CH:15][CH:14]=3)=[CH:9][NH:10]2)=[CH:6][CH:5]=1)([O-])=O.[Cl-].[NH4+].C(O)C.O, predict the reaction product. The product is: [C:13]1([C:8]2[C:7]3[C:11](=[CH:12][C:4]([NH2:1])=[CH:5][CH:6]=3)[NH:10][CH:9]=2)[CH:14]=[CH:15][CH:16]=[CH:17][CH:18]=1.